This data is from Forward reaction prediction with 1.9M reactions from USPTO patents (1976-2016). The task is: Predict the product of the given reaction. Given the reactants [Cl-].O[NH3+:3].[C:4](=[O:7])([O-])[OH:5].[Na+].CS(C)=O.[CH2:13]([C:15]1[N:16]([C:40]2[CH:45]=[CH:44][C:43]([O:46][C:47]([CH3:52])([CH3:51])[CH2:48][O:49][CH3:50])=[CH:42][CH:41]=2)[C:17](=[O:39])[C:18]([CH2:24][C:25]2[CH:30]=[CH:29][C:28]([C:31]3[C:32]([C:37]#[N:38])=[CH:33][CH:34]=[CH:35][CH:36]=3)=[CH:27][CH:26]=2)=[C:19]([CH2:21][CH2:22][CH3:23])[N:20]=1)[CH3:14], predict the reaction product. The product is: [CH2:13]([C:15]1[N:16]([C:40]2[CH:45]=[CH:44][C:43]([O:46][C:47]([CH3:52])([CH3:51])[CH2:48][O:49][CH3:50])=[CH:42][CH:41]=2)[C:17](=[O:39])[C:18]([CH2:24][C:25]2[CH:26]=[CH:27][C:28]([C:31]3[CH:36]=[CH:35][CH:34]=[CH:33][C:32]=3[C:37]3[NH:3][C:4](=[O:7])[O:5][N:38]=3)=[CH:29][CH:30]=2)=[C:19]([CH2:21][CH2:22][CH3:23])[N:20]=1)[CH3:14].